From a dataset of Reaction yield outcomes from USPTO patents with 853,638 reactions. Predict the reaction yield, written as a fraction of the theoretical maximum amount of product (1.0 means a 100% yield; for example, 0.34 means a 34% yield). The reactants are [H-].[Na+].[Cl:3][C:4]1[CH:9]=[CH:8][C:7]([OH:10])=[CH:6][CH:5]=1.Cl[C:12]1[CH:21]=[CH:20][C:19]2[C:14](=[C:15]([C:22]3[NH:30][C:29]4[CH2:28][CH2:27][NH:26][C:25](=[O:31])[C:24]=4[CH:23]=3)[CH:16]=[CH:17][CH:18]=2)[N:13]=1.C(O)(C(F)(F)F)=O. The catalyst is CN(C=O)C.CS(C)=O. The product is [Cl:3][C:4]1[CH:9]=[CH:8][C:7]([O:10][C:12]2[CH:21]=[CH:20][C:19]3[C:14](=[C:15]([C:22]4[NH:30][C:29]5[CH2:28][CH2:27][NH:26][C:25](=[O:31])[C:24]=5[CH:23]=4)[CH:16]=[CH:17][CH:18]=3)[N:13]=2)=[CH:6][CH:5]=1. The yield is 0.450.